This data is from Forward reaction prediction with 1.9M reactions from USPTO patents (1976-2016). The task is: Predict the product of the given reaction. (1) The product is: [CH3:24][S:25]([O:28][C:29]1[CH:34]=[C:33]([C:19]2[CH:20]=[CH:21][CH:22]=[C:17]([C:4]3([C:9]4[CH:14]=[CH:13][C:12]([O:15][CH3:16])=[CH:11][CH:10]=4)[C:5](=[O:8])[N:6]([CH3:7])[C:2]([NH2:1])=[N:3]3)[CH:18]=2)[CH:32]=[C:31]([O:44][CH3:45])[CH:30]=1)(=[O:27])=[O:26]. Given the reactants [NH2:1][C:2]1[N:6]([CH3:7])[C:5](=[O:8])[C:4]([C:17]2[CH:22]=[CH:21][CH:20]=[C:19](Br)[CH:18]=2)([C:9]2[CH:14]=[CH:13][C:12]([O:15][CH3:16])=[CH:11][CH:10]=2)[N:3]=1.[CH3:24][S:25]([O:28][C:29]1[CH:34]=[C:33](B2OC(C)(C)C(C)(C)O2)[CH:32]=[C:31]([O:44][CH3:45])[CH:30]=1)(=[O:27])=[O:26].C(=O)([O-])[O-].[K+].[K+], predict the reaction product. (2) Given the reactants [CH3:1][O:2][C:3]1[C:8]([O:9][CH3:10])=[CH:7][CH:6]=[CH:5][C:4]=1B(O)O.Cl[C:15]1[N:20]=[N:19][C:18]([CH2:21][N:22]2[CH:27]=[C:26]3[N:28]=[C:29]([C:31]4[CH:36]=[CH:35][CH:34]=[C:33]([F:37])[C:32]=4[F:38])[N:30]=[C:25]3[CH:24]=[N:23]2)=[CH:17][CH:16]=1, predict the reaction product. The product is: [F:38][C:32]1[C:33]([F:37])=[CH:34][CH:35]=[CH:36][C:31]=1[C:29]1[N:30]=[C:25]2[CH:24]=[N:23][N:22]([CH2:21][C:18]3[N:19]=[N:20][C:15]([C:4]4[CH:5]=[CH:6][CH:7]=[C:8]([O:9][CH3:10])[C:3]=4[O:2][CH3:1])=[CH:16][CH:17]=3)[CH:27]=[C:26]2[N:28]=1. (3) Given the reactants [O:1]=[S:2]1(=[O:23])[CH2:7][CH2:6][N:5]([C:8]2[CH:9]=[C:10]([N+:20]([O-])=O)[C:11]([N:14]3[CH2:19][CH2:18][O:17][CH2:16][CH2:15]3)=[N:12][CH:13]=2)[CH2:4][CH2:3]1, predict the reaction product. The product is: [O:23]=[S:2]1(=[O:1])[CH2:3][CH2:4][N:5]([C:8]2[CH:9]=[C:10]([NH2:20])[C:11]([N:14]3[CH2:19][CH2:18][O:17][CH2:16][CH2:15]3)=[N:12][CH:13]=2)[CH2:6][CH2:7]1. (4) Given the reactants [CH:1]1([CH2:7][N:8]2[C:12]3[CH:13]=[C:14]([F:18])[C:15]([F:17])=[CH:16][C:11]=3[N:10]=[C:9]2[C:19]2[C:20]([OH:25])=[N:21][CH:22]=[CH:23][CH:24]=2)[CH2:6][CH2:5][CH2:4][CH2:3][CH2:2]1.C(=O)([O-])[O-].[Cs+].[Cs+].[CH3:32][O:33][C:34](=[O:45])[CH2:35][O:36][C:37]1[CH:42]=[CH:41][C:40]([CH2:43]Br)=[CH:39][CH:38]=1, predict the reaction product. The product is: [CH3:32][O:33][C:34](=[O:45])[CH2:35][O:36][C:37]1[CH:42]=[CH:41][C:40]([CH2:43][O:25][C:20]2[C:19]([C:9]3[N:8]([CH2:7][CH:1]4[CH2:2][CH2:3][CH2:4][CH2:5][CH2:6]4)[C:12]4[CH:13]=[C:14]([F:18])[C:15]([F:17])=[CH:16][C:11]=4[N:10]=3)=[CH:24][CH:23]=[CH:22][N:21]=2)=[CH:39][CH:38]=1. (5) Given the reactants [F:1][C:2]1[CH:7]=[CH:6][CH:5]=[C:4](I)[C:3]=1[CH:9]1[O:14][CH2:13][CH2:12][CH2:11][O:10]1.[CH3:15][O:16][C:17](=[O:24])[C:18]([NH:20][C:21](=[O:23])[CH3:22])=[CH2:19].C(=O)(O)[O-].[Na+], predict the reaction product. The product is: [CH3:15][O:16][C:17](=[O:24])[C:18]([NH:20][C:21](=[O:23])[CH3:22])=[CH:19][C:4]1[CH:5]=[CH:6][CH:7]=[C:2]([F:1])[C:3]=1[CH:9]1[O:14][CH2:13][CH2:12][CH2:11][O:10]1. (6) Given the reactants [CH3:1][C:2]1[CH:10]=[C:9]([O:11][CH3:12])[CH:8]=[CH:7][C:3]=1[C:4]([OH:6])=O.C([O:15][C:16](=[O:38])[C:17]([O:20][C:21]1[CH:26]=[CH:25][C:24]([O:27][C:28]2[CH:33]=[CH:32][CH:31]=[C:30]([CH2:34][NH2:35])[CH:29]=2)=[CH:23][C:22]=1[CH2:36]C)([CH3:19])[CH3:18])C, predict the reaction product. The product is: [CH3:12][O:11][C:9]1[CH:8]=[CH:7][C:3]([C:4]([NH:35][CH2:34][C:30]2[CH:29]=[C:28]([CH:33]=[CH:32][CH:31]=2)[O:27][C:24]2[CH:25]=[CH:26][C:21]([O:20][C:17]([CH3:19])([CH3:18])[C:16]([OH:38])=[O:15])=[C:22]([CH3:36])[CH:23]=2)=[O:6])=[C:2]([CH3:1])[CH:10]=1. (7) Given the reactants [C:1]1([CH:7]2[N:12]([CH2:13][C:14]#[N:15])[C:11]3[CH:16]=[CH:17][CH:18]=[CH:19][C:10]=3[S:9][CH2:8]2)[CH:6]=[CH:5][CH:4]=[CH:3][CH:2]=1.[C:20](Cl)(=[O:24])[CH:21]([CH3:23])[CH3:22], predict the reaction product. The product is: [CH3:22][CH:21]([CH3:23])[C:20]([NH:15][CH2:14][CH2:13][N:12]1[C:11]2[CH:16]=[CH:17][CH:18]=[CH:19][C:10]=2[S:9][CH2:8][CH:7]1[C:1]1[CH:2]=[CH:3][CH:4]=[CH:5][CH:6]=1)=[O:24].